Dataset: Reaction yield outcomes from USPTO patents with 853,638 reactions. Task: Predict the reaction yield, written as a fraction of the theoretical maximum amount of product (1.0 means a 100% yield; for example, 0.34 means a 34% yield). (1) The reactants are [CH:1]1([CH2:6][C@@H:7]([C:19]([NH:21][NH:22][C:23]2[C:28]([F:29])=[C:27]([NH:30][CH2:31][C:32]3[S:33][CH:34]=[CH:35][N:36]=3)[N:26]=[C:25]([S:37][CH3:38])[N:24]=2)=[O:20])[CH2:8][N:9]([O:12]C2CCCCO2)[CH:10]=[O:11])[CH2:5][CH2:4][CH2:3][CH2:2]1. The catalyst is C(O)(=O)C.O. The product is [CH:1]1([CH2:6][C@@H:7]([C:19]([NH:21][NH:22][C:23]2[C:28]([F:29])=[C:27]([NH:30][CH2:31][C:32]3[S:33][CH:34]=[CH:35][N:36]=3)[N:26]=[C:25]([S:37][CH3:38])[N:24]=2)=[O:20])[CH2:8][N:9]([OH:12])[CH:10]=[O:11])[CH2:5][CH2:4][CH2:3][CH2:2]1. The yield is 0.470. (2) The reactants are BrC1C=C(CC(=O)C(NC([C:15]2[O:19][N:18]=[C:17]([C:20]3[CH:25]=[CH:24][C:23]([O:26][C:27]([F:30])([F:29])[F:28])=[CH:22][CH:21]=3)[N:16]=2)=O)C)C=CC=1. The catalyst is O=P(Cl)(Cl)Cl. The product is [F:30][C:27]([F:28])([F:29])[O:26][C:23]1[CH:22]=[CH:21][C:20]([C:17]2[N:16]=[CH:15][O:19][N:18]=2)=[CH:25][CH:24]=1. The yield is 0.520. (3) The reactants are [C:1]([O:5][C:6]([NH:8][C@@H:9]([CH:13]1[CH2:18][CH2:17][CH2:16][CH2:15][CH2:14]1)[C:10]([OH:12])=O)=[O:7])([CH3:4])([CH3:3])[CH3:2].C1C=CC2N(O)N=NC=2C=1.CN(C(ON1N=NC2C=CC=CC1=2)=[N+](C)C)C.F[P-](F)(F)(F)(F)F.[NH:53]1[CH2:57][CH2:56][CH2:55][C@H:54]1[C:58]1[CH:63]=[CH:62][N:61]=[C:60]([C:64]2[C:72]3[C:67](=[CH:68][CH:69]=[CH:70][CH:71]=3)[NH:66][CH:65]=2)[CH:59]=1.C(N(C(C)C)CC)(C)C. The catalyst is CN(C=O)C.O. The product is [C:1]([O:5][C:6](=[O:7])[NH:8][C@@H:9]([CH:13]1[CH2:18][CH2:17][CH2:16][CH2:15][CH2:14]1)[C:10]([N:53]1[CH2:57][CH2:56][CH2:55][C@H:54]1[C:58]1[CH:63]=[CH:62][N:61]=[C:60]([C:64]2[C:72]3[C:67](=[CH:68][CH:69]=[CH:70][CH:71]=3)[NH:66][CH:65]=2)[CH:59]=1)=[O:12])([CH3:2])([CH3:3])[CH3:4]. The yield is 0.780. (4) The reactants are Br[C:2]1[CH:3]=[C:4](CN)[CH:5]=[CH:6][CH:7]=1.[CH:10]([C:12]1[CH:17]=[CH:16][C:15](B(O)O)=[CH:14][CH:13]=1)=[O:11].O.C(OCC)(=O)C.[CH3:28][N:29](C)C=O. The catalyst is C1C=CC([P]([Pd]([P](C2C=CC=CC=2)(C2C=CC=CC=2)C2C=CC=CC=2)([P](C2C=CC=CC=2)(C2C=CC=CC=2)C2C=CC=CC=2)[P](C2C=CC=CC=2)(C2C=CC=CC=2)C2C=CC=CC=2)(C2C=CC=CC=2)C2C=CC=CC=2)=CC=1. The product is [CH3:28][NH:29][C:4]1[CH:5]=[C:6]([C:15]2[CH:16]=[CH:17][C:12]([CH:10]=[O:11])=[CH:13][CH:14]=2)[CH:7]=[CH:2][CH:3]=1. The yield is 0.760. (5) The reactants are [NH:1]1[C:5]2[N:6]=[CH:7][CH:8]=[C:9]([OH:10])[C:4]=2[CH:3]=[CH:2]1.C([O-])([O-])=O.[K+].[K+].Cl[C:18]1[C:23]([Cl:24])=[CH:22][C:21]([N+:25]([O-:27])=[O:26])=[CH:20][N:19]=1. The catalyst is CC#N. The product is [Cl:24][C:23]1[C:18]([O:10][C:9]2[CH:8]=[CH:7][N:6]=[C:5]3[NH:1][CH:2]=[CH:3][C:4]=23)=[N:19][CH:20]=[C:21]([N+:25]([O-:27])=[O:26])[CH:22]=1. The yield is 0.540. (6) The reactants are C(OC([NH:8][CH2:9][CH:10]1[CH2:15][CH2:14][N:13]([C:16]2[N:20]([CH3:21])[N:19]=[CH:18][C:17]=2[NH:22][C:23]([C:25]2[N:26]=[C:27](Br)[S:28][C:29]=2[NH:30]C(=O)OC(C)(C)C)=[O:24])[CH2:12][CH2:11]1)=O)CCC.[Cl:39][C:40]1[CH:41]=[CH:42][C:43]([F:49])=[C:44](B(O)O)[CH:45]=1. No catalyst specified. The product is [NH2:30][C:29]1[S:28][C:27]([C:42]2[CH:41]=[C:40]([Cl:39])[CH:45]=[CH:44][C:43]=2[F:49])=[N:26][C:25]=1[C:23]([NH:22][C:17]1[CH:18]=[N:19][N:20]([CH3:21])[C:16]=1[N:13]1[CH2:12][CH2:11][CH:10]([CH2:9][NH2:8])[CH2:15][CH2:14]1)=[O:24]. The yield is 0.310. (7) The reactants are [CH2:1]([O:3][C:4]([C:6]1[S:10][C:9]([NH2:11])=[N:8][C:7]=1[CH3:12])=[O:5])[CH3:2].[C:13]([O:17][C:18]([O:20]C(OC(C)(C)C)=O)=[O:19])([CH3:16])([CH3:15])[CH3:14]. The catalyst is CN(C)C1C=CN=CC=1.O1CCCC1. The product is [CH2:1]([O:3][C:4]([C:6]1[S:10][C:9]([NH:11][O:20][C:18]([O:17][C:13]([CH3:16])([CH3:15])[CH3:14])=[O:19])=[N:8][C:7]=1[CH3:12])=[O:5])[CH3:2]. The yield is 0.720. (8) The reactants are [CH3:1][CH2:2][O:3][C:4]([C:6]1[N:7]([C:17]([O:19][C:20]([CH3:23])([CH3:22])[CH3:21])=[O:18])[C:8]2[C:13]([CH:14]=1)=[CH:12][C:11]([Cl:15])=[CH:10][C:9]=2[CH3:16])=[O:5].[Br:24]N1C(=O)CCC1=O.C(OOC(=O)C1C=CC=CC=1)(=O)C1C=CC=CC=1. The catalyst is C(Cl)(Cl)(Cl)Cl. The product is [CH3:1][CH2:2][O:3][C:4]([C:6]1[N:7]([C:17]([O:19][C:20]([CH3:22])([CH3:21])[CH3:23])=[O:18])[C:8]2[C:13]([CH:14]=1)=[CH:12][C:11]([Cl:15])=[CH:10][C:9]=2[CH2:16][Br:24])=[O:5]. The yield is 0.950. (9) The reactants are [CH3:1][O:2][C:3]([C:5]1([CH:11](OS(C(F)(F)F)(=O)=O)[CH3:12])[CH2:10][CH2:9][CH2:8][CH2:7][O:6]1)=[O:4].N1(C2CCCCCCCCCC2)CCCN=CCCCCC1. The catalyst is ClCCl. The product is [CH3:1][O:2][C:3]([C:5]1([CH:11]=[CH2:12])[CH2:10][CH2:9][CH2:8][CH2:7][O:6]1)=[O:4]. The yield is 0.750. (10) The reactants are [CH3:1][O:2][C:3](=[O:36])[NH:4][CH:5]([C:9]([N:11]1[CH2:15][CH2:14][CH2:13][CH:12]1[C:16]1[N:17]([CH2:28][O:29][CH2:30][CH2:31][Si:32]([CH3:35])([CH3:34])[CH3:33])[C:18]([C:21]2[CH:26]=[CH:25][C:24](Br)=[CH:23][CH:22]=2)=[CH:19][N:20]=1)=[O:10])[CH:6]([CH3:8])[CH3:7].[NH:37]1[CH2:42][CH2:41][NH:40][CH2:39][CH2:38]1.C1C=CC(P([C:69]2[C:70](C3C(P(C4C=CC=CC=4)C4C=CC=CC=4)=[CH:74][CH:73]=[C:72]4[C:67]=3[CH:68]=[CH:69][CH:70]=[CH:71]4)=[C:71]3[C:72]([CH:73]=[CH:74]C=C3)=[CH:67][CH:68]=2)C2C=CC=CC=2)=CC=1.[CH3:89][C:90]([O-])([CH3:92])[CH3:91].[Na+]. The catalyst is C1(C)C=CC=CC=1.CC([O-])=O.CC([O-])=O.[Pd+2]. The product is [CH3:1][O:2][C:3](=[O:36])[NH:4][CH:5]([C:9]([N:11]1[CH2:15][CH2:14][CH2:13][CH:12]1[C:16]1[N:17]([CH2:28][O:29][CH2:30][CH2:31][Si:32]([CH3:35])([CH3:34])[CH3:33])[C:18]([C:21]2[CH:26]=[CH:25][C:24]([N:37]3[CH2:42][CH2:41][N:40]([C:69]4[CH:68]=[CH:67][C:72]([C:73]5[N:17]([CH2:28][O:29][CH2:30][CH2:31][Si:32]([CH3:33])([CH3:35])[CH3:34])[C:16]([CH:12]6[CH2:13][CH2:14][CH2:15][N:11]6[C:9](=[O:10])[CH:89]([NH:4][C:3]([O:2][CH3:1])=[O:36])[CH:90]([CH3:92])[CH3:91])=[N:20][CH:74]=5)=[CH:71][CH:70]=4)[CH2:39][CH2:38]3)=[CH:23][CH:22]=2)=[CH:19][N:20]=1)=[O:10])[CH:6]([CH3:8])[CH3:7]. The yield is 0.0400.